Predict the reaction yield, written as a fraction of the theoretical maximum amount of product (1.0 means a 100% yield; for example, 0.34 means a 34% yield). From a dataset of Reaction yield outcomes from USPTO patents with 853,638 reactions. (1) The reactants are Cl[C:2]1[N:3]=[C:4]([OH:12])[C:5]2[CH:11]=[CH:10][N:9]=[CH:8][C:6]=2[N:7]=1.[CH:13]1([CH:16]([C:18]2[CH:23]=[CH:22][C:21]([N:24]([CH3:32])[C:25]3[CH:30]=[CH:29][C:28]([OH:31])=[CH:27][CH:26]=3)=[CH:20][CH:19]=2)[CH3:17])[CH2:15][CH2:14]1. No catalyst specified. The product is [CH:13]1([CH:16]([C:18]2[CH:23]=[CH:22][C:21]([N:24]([CH3:32])[C:25]3[CH:26]=[CH:27][C:28]([O:31][C:2]4[N:3]=[C:4]([OH:12])[C:5]5[CH:11]=[CH:10][N:9]=[CH:8][C:6]=5[N:7]=4)=[CH:29][CH:30]=3)=[CH:20][CH:19]=2)[CH3:17])[CH2:15][CH2:14]1. The yield is 0.150. (2) The reactants are [CH3:1][O:2][C:3]1[CH:4]=[C:5](/[CH:9]=[CH:10]/[C:11]([OH:13])=O)[CH:6]=[CH:7][CH:8]=1.C(N(CC)CC)C.C1C=CC(P([N:35]=[N+:36]=[N-:37])(C2C=CC=CC=2)=O)=CC=1. The catalyst is C1C=CC=CC=1. The product is [CH3:1][O:2][C:3]1[CH:4]=[C:5](/[CH:9]=[CH:10]/[C:11]([N:35]=[N+:36]=[N-:37])=[O:13])[CH:6]=[CH:7][CH:8]=1. The yield is 0.880.